Dataset: Catalyst prediction with 721,799 reactions and 888 catalyst types from USPTO. Task: Predict which catalyst facilitates the given reaction. (1) Reactant: Cl.[CH3:2][S:3]([O:6][CH:7]([CH2:9][CH:10]([S:15][C:16]1[CH:21]=[CH:20][CH:19]=[CH:18][N:17]=1)[CH:11]=NOC)[CH3:8])(=[O:5])=[O:4].C=[O:23]. Product: [CH3:2][S:3]([O:6][CH:7]([CH2:9][CH:10]([S:15][C:16]1[CH:21]=[CH:20][CH:19]=[CH:18][N:17]=1)[CH:11]=[O:23])[CH3:8])(=[O:5])=[O:4]. The catalyst class is: 21. (2) Reactant: [CH3:1][C:2]([CH3:32])([CH3:31])[C:3](=[O:30])[CH2:4][O:5][C:6]1[CH:11]=[CH:10][C:9]([C:12]([C:17]2[O:18][C:19]3[CH:25]=[CH:24][C:23]([C:26]([OH:28])=[O:27])=[CH:22][C:20]=3[N:21]=2)([CH2:15][CH3:16])[CH2:13][CH3:14])=[CH:8][C:7]=1[CH3:29].[BH4-].[Na+]. Product: [CH2:13]([C:12]([C:17]1[O:18][C:19]2[CH:25]=[CH:24][C:23]([C:26]([OH:28])=[O:27])=[CH:22][C:20]=2[N:21]=1)([C:9]1[CH:10]=[CH:11][C:6]([O:5][CH2:4][CH:3]([OH:30])[C:2]([CH3:31])([CH3:32])[CH3:1])=[C:7]([CH3:29])[CH:8]=1)[CH2:15][CH3:16])[CH3:14]. The catalyst class is: 1. (3) Reactant: [CH3:1][N:2]1[CH2:6][CH2:5][C@@H:4]([NH:7][C:8](=[O:47])[C@H:9]([CH:44]([CH3:46])[CH3:45])[CH2:10][C@H:11]([O:36][Si](C(C)(C)C)(C)C)[C@@H:12]([N:33]=[N+:34]=[N-:35])[CH2:13][C@H:14]([CH2:18][C:19]2[CH:24]=[CH:23][C:22]([O:25][CH3:26])=[C:21]([O:27][CH2:28][CH2:29][CH2:30][O:31][CH3:32])[CH:20]=2)[CH:15]([CH3:17])[CH3:16])[CH2:3]1.O. Product: [CH3:1][N:2]1[CH2:6][CH2:5][C@@H:4]([NH:7][C:8](=[O:47])[C@H:9]([CH:44]([CH3:46])[CH3:45])[CH2:10][C@H:11]([OH:36])[C@@H:12]([N:33]=[N+:34]=[N-:35])[CH2:13][C@H:14]([CH2:18][C:19]2[CH:24]=[CH:23][C:22]([O:25][CH3:26])=[C:21]([O:27][CH2:28][CH2:29][CH2:30][O:31][CH3:32])[CH:20]=2)[CH:15]([CH3:17])[CH3:16])[CH2:3]1. The catalyst class is: 1. (4) Reactant: [F:1][C:2]1[CH:9]=[CH:8][C:5]([CH:6]=[O:7])=[CH:4][C:3]=1[O:10]C.B(Br)(Br)Br. Product: [F:1][C:2]1[CH:9]=[CH:8][C:5]([CH:6]=[O:7])=[CH:4][C:3]=1[OH:10]. The catalyst class is: 2. (5) Reactant: O=[C:2]1[C:11]2[C:6](=[CH:7][CH:8]=[C:9]([C:12]3[O:16][C:15]([CH:17]=[O:18])=[CH:14][CH:13]=3)[CH:10]=2)[N:5]=[CH:4][NH:3]1.O=S(Cl)[Cl:21]. Product: [Cl:21][C:2]1[C:11]2[C:6](=[CH:7][CH:8]=[C:9]([C:12]3[O:16][C:15]([CH:17]=[O:18])=[CH:14][CH:13]=3)[CH:10]=2)[N:5]=[CH:4][N:3]=1. The catalyst class is: 3.